Dataset: Full USPTO retrosynthesis dataset with 1.9M reactions from patents (1976-2016). Task: Predict the reactants needed to synthesize the given product. (1) Given the product [CH3:18][S:19]([O:10][CH2:9][CH2:8][O:1][C:2]1[CH:7]=[CH:6][CH:5]=[CH:4][CH:3]=1)(=[O:21])=[O:20], predict the reactants needed to synthesize it. The reactants are: [O:1]([CH2:8][CH2:9][OH:10])[C:2]1[CH:7]=[CH:6][CH:5]=[CH:4][CH:3]=1.C(N(CC)CC)C.[CH3:18][S:19](Cl)(=[O:21])=[O:20]. (2) Given the product [C:1]1(=[O:13])[CH2:6][CH2:5][CH2:4][CH2:3][CH2:2]1.[CH:11]1([OH:14])[CH2:12][CH2:3][CH2:2][CH2:1][CH2:6]1.[C:11]([O:14][CH:1]1[CH2:6][CH2:5][CH2:4][CH2:3][CH2:2]1)(=[O:13])[CH3:12], predict the reactants needed to synthesize it. The reactants are: [CH2:1]1[CH2:6][CH2:5][CH2:4][CH2:3][CH2:2]1.O=O.N#N.[C:11]([OH:14])(=[O:13])[CH3:12]. (3) Given the product [CH2:13]([O:14][C:15]([C@H:16]1[CH2:20][CH2:19][CH2:18][N:17]1[C:9](=[O:11])[CH2:8][C:4]1[CH:5]=[CH:6][CH:7]=[C:2]([OH:1])[CH:3]=1)=[O:21])[CH3:26], predict the reactants needed to synthesize it. The reactants are: [OH:1][C:2]1[CH:3]=[C:4]([CH2:8][C:9]([OH:11])=O)[CH:5]=[CH:6][CH:7]=1.Cl.[CH3:13][O:14][C:15](=[O:21])[C@@H:16]1[CH2:20][CH2:19][CH2:18][NH:17]1.ON1C2C=CC=C[C:26]=2N=N1.CCN=C=NCCCN(C)C.Cl. (4) Given the product [CH3:23][C:22]1[C:17]2[O:16][CH2:15][C:12]3([CH2:13][CH2:14][NH:9][CH2:10][CH2:11]3)[C:18]=2[CH:19]=[CH:20][C:21]=1[OH:24], predict the reactants needed to synthesize it. The reactants are: Cl.C([N:9]1[CH2:14][CH2:13][C:12]2([C:18]3[CH:19]=[CH:20][C:21]([OH:24])=[C:22]([CH3:23])[C:17]=3[O:16][CH2:15]2)[CH2:11][CH2:10]1)C1C=CC=CC=1. (5) Given the product [Br:40][C:37]1[CH:38]=[CH:39][C:34]([NH:33][C:32]2[C:27]([C:25]3[N:24]([CH2:23][CH2:22][C:20]#[N:21])[N:65]=[N:64][N:63]=3)=[CH:28][N:29]([CH3:44])[C:30](=[O:43])[C:31]=2[CH3:42])=[C:35]([F:41])[CH:36]=1, predict the reactants needed to synthesize it. The reactants are: C1C=CC(P(C2C=CC=CC=2)C2C=CC=CC=2)=CC=1.[C:20]([CH2:22][CH2:23][NH:24][C:25]([C:27]1[C:32]([NH:33][C:34]2[CH:39]=[CH:38][C:37]([Br:40])=[CH:36][C:35]=2[F:41])=[C:31]([CH3:42])[C:30](=[O:43])[N:29]([CH3:44])[CH:28]=1)=O)#[N:21].CC(OC(/N=N/C(OC(C)C)=O)=O)C.[Si]([N:63]=[N+:64]=[N-:65])(C)(C)C.